This data is from Reaction yield outcomes from USPTO patents with 853,638 reactions. The task is: Predict the reaction yield, written as a fraction of the theoretical maximum amount of product (1.0 means a 100% yield; for example, 0.34 means a 34% yield). (1) The reactants are [OH:1][CH2:2][C@@H:3]1[C@@H:8]([OH:9])[C@H:7]([OH:10])[C@H:6]([OH:11])[C@@H:5]([CH2:12]/[CH:13]=[CH:14]/[C:15]2[CH:20]=[CH:19][CH:18]=[C:17]([C:21]#[C:22][C@@H:23]3[C@@H:28]([O:29]CC4C=CC=CC=4)[C@@H:27]([O:37]CC4C=CC=CC=4)[C@H:26]([O:45]CC4C=CC=CC=4)[C@@H:25]([CH2:53][O:54]CC4C=CC=CC=4)[O:24]3)[CH:16]=2)[O:4]1.[Si](I)(C)(C)C. The catalyst is CC#N. The product is [OH:1][CH2:2][C@@H:3]1[C@@H:8]([OH:9])[C@H:7]([OH:10])[C@H:6]([OH:11])[C@@H:5]([CH2:12]/[CH:13]=[CH:14]/[C:15]2[CH:20]=[CH:19][CH:18]=[C:17]([C:21]#[C:22][C@@H:23]3[C@@H:28]([OH:29])[C@@H:27]([OH:37])[C@H:26]([OH:45])[C@@H:25]([CH2:53][OH:54])[O:24]3)[CH:16]=2)[O:4]1. The yield is 0.157. (2) The reactants are C1(P(C2CCCCC2)C2C=CC=CC=2C2C(OC)=CC=CC=2OC)CCCCC1.C(=O)([O-])[O-].[K+].[K+].CC1(C)C(C)(C)OB([C:44]2[CH:56]=[CH:55][CH:54]=[CH:53][C:45]=2[CH2:46][N:47]2[CH2:52][CH2:51][O:50][CH2:49][CH2:48]2)O1.[F:58][C:59]1[CH:91]=[N:90][C:62]2[N:63]([C:83]3[CH:88]=[CH:87][CH:86]=[C:85](I)[CH:84]=3)[C:64](=[O:82])[N:65]([C@@H:68]3[CH2:73][CH2:72][C@H:71]([NH:74][C:75](=[O:81])[O:76][C:77]([CH3:80])([CH3:79])[CH3:78])[CH2:70][CH2:69]3)[C:66](=[O:67])[C:61]=2[CH:60]=1. The catalyst is C(#N)C.C([O-])(=O)C.[Pd+2].C([O-])(=O)C.O. The product is [F:58][C:59]1[CH:91]=[N:90][C:62]2[N:63]([C:83]3[CH:88]=[C:87]([C:44]4[CH:56]=[CH:55][CH:54]=[CH:53][C:45]=4[CH2:46][N:47]4[CH2:48][CH2:49][O:50][CH2:51][CH2:52]4)[CH:86]=[CH:85][CH:84]=3)[C:64](=[O:82])[N:65]([C@@H:68]3[CH2:69][CH2:70][C@H:71]([NH:74][C:75](=[O:81])[O:76][C:77]([CH3:80])([CH3:79])[CH3:78])[CH2:72][CH2:73]3)[C:66](=[O:67])[C:61]=2[CH:60]=1. The yield is 0.0200. (3) The product is [C:4]([CH:6]1[O:11][CH2:10][CH2:9][N:8]([C:12]([O:14][C:15]([CH3:16])([CH3:17])[CH3:18])=[O:13])[CH2:7]1)(=[O:5])[CH3:20]. The catalyst is C1COCC1. The yield is 0.860. The reactants are CON(C)[C:4]([CH:6]1[O:11][CH2:10][CH2:9][N:8]([C:12]([O:14][C:15]([CH3:18])([CH3:17])[CH3:16])=[O:13])[CH2:7]1)=[O:5].[CH3:20][Mg+].[Br-].O. (4) The reactants are [CH2:1]([O:3][C:4]1[CH:9]=[CH:8][C:7]([C:10]2[CH:18]=[CH:17][CH:16]=[C:15]3[C:11]=2[CH2:12][CH2:13][C:14]3=[O:19])=[C:6]([OH:20])[C:5]=1[O:21][CH3:22])[CH3:2].C(=O)([O-])[O-].[K+].[K+].[CH2:29](Br)[CH2:30][CH3:31]. The catalyst is C(#N)C. The product is [CH2:1]([O:3][C:4]1[CH:9]=[CH:8][C:7]([C:10]2[CH:18]=[CH:17][CH:16]=[C:15]3[C:11]=2[CH2:12][CH2:13][C:14]3=[O:19])=[C:6]([O:20][CH2:29][CH2:30][CH3:31])[C:5]=1[O:21][CH3:22])[CH3:2]. The yield is 0.0770. (5) The reactants are C(=O)([O-])[O-].[K+].[K+].[OH:7][C:8]1[C:9]([CH3:14])=[N:10][CH:11]=[CH:12][CH:13]=1.[CH2:15]([O:17][CH2:18][CH2:19]Cl)[CH3:16].O. The yield is 0.750. The catalyst is CN(C=O)C.C(OCC)(=O)C. The product is [CH2:15]([O:17][CH2:18][CH2:19][O:7][C:8]1[C:9]([CH3:14])=[N:10][CH:11]=[CH:12][CH:13]=1)[CH3:16]. (6) The reactants are [NH2:1][C:2]1[CH:7]=[CH:6][C:5]([OH:8])=[CH:4][CH:3]=1.[CH3:9][C:10]1([CH3:18])[CH2:16][C:15](=O)[O:14][C:12](=[O:13])[CH2:11]1.C.O.C(O)C. The catalyst is C(O)C. The product is [OH:8][C:5]1[CH:6]=[CH:7][C:2]([N:1]2[C:12](=[O:13])[CH2:11][C:10]([CH3:18])([CH3:9])[CH2:16][C:15]2=[O:14])=[CH:3][CH:4]=1. The yield is 0.500. (7) The reactants are C(N(CC)CC)C.[OH:8][N:9]=[C:10](Cl)[C:11]1[CH:12]=[N:13][CH:14]=[CH:15][CH:16]=1.[C:18]([O:22][CH3:23])(=[O:21])[CH:19]=[CH2:20]. The catalyst is C(O)C. The product is [N:13]1[CH:14]=[CH:15][CH:16]=[C:11]([C:10]2[CH2:20][CH:19]([C:18]([O:22][CH3:23])=[O:21])[O:8][N:9]=2)[CH:12]=1. The yield is 0.980.